From a dataset of Full USPTO retrosynthesis dataset with 1.9M reactions from patents (1976-2016). Predict the reactants needed to synthesize the given product. Given the product [Cl:1][C:2]1[N:7]=[CH:6][C:5]([CH2:8][N:9]2[C:14]3[N:15]=[CH:16][CH:17]=[CH:18][C:13]=3[C:12](=[S:40])[C:11]([C:20]([O:22][CH2:23][CH3:24])=[O:21])=[N:10]2)=[CH:4][CH:3]=1, predict the reactants needed to synthesize it. The reactants are: [Cl:1][C:2]1[N:7]=[CH:6][C:5]([CH2:8][N:9]2[C:14]3[N:15]=[CH:16][CH:17]=[CH:18][C:13]=3[C:12](=O)[C:11]([C:20]([O:22][CH2:23][CH3:24])=[O:21])=[N:10]2)=[CH:4][CH:3]=1.O1CCOCC1.COC1C=CC(P2(SP(C3C=CC(OC)=CC=3)(=S)S2)=[S:40])=CC=1.